From a dataset of Reaction yield outcomes from USPTO patents with 853,638 reactions. Predict the reaction yield, written as a fraction of the theoretical maximum amount of product (1.0 means a 100% yield; for example, 0.34 means a 34% yield). (1) The reactants are [Cl:1][C:2]1[CH:7]=[CH:6][C:5]([S:8](Cl)(=[O:10])=[O:9])=[CH:4][CH:3]=1.[F:12][CH:13]1[CH2:18][CH2:17][CH2:16][CH2:15][CH:14]1[NH:19][CH2:20][C:21]1[CH:30]=[CH:29][C:24]([C:25]([O:27][CH3:28])=[O:26])=[CH:23][CH:22]=1.C(N(CC)CC)C. The catalyst is ClCCl. The product is [Cl:1][C:2]1[CH:7]=[CH:6][C:5]([S:8]([N:19]([CH2:20][C:21]2[CH:22]=[CH:23][C:24]([C:25]([O:27][CH3:28])=[O:26])=[CH:29][CH:30]=2)[CH:14]2[CH2:15][CH2:16][CH2:17][CH2:18][CH:13]2[F:12])(=[O:10])=[O:9])=[CH:4][CH:3]=1. The yield is 0.611. (2) The reactants are C[O:2][C:3]1[CH:8]=[CH:7][C:6]([CH:9]=[CH2:10])=[CH:5][N:4]=1.[Na+].[I-]. The catalyst is CO.[Pd]. The product is [CH2:9]([C:6]1[CH:7]=[CH:8][C:3](=[O:2])[NH:4][CH:5]=1)[CH3:10]. The yield is 0.830. (3) The reactants are [Cl:1][C:2]1[C:7]([NH2:8])=[CH:6][CH:5]=[CH:4][N:3]=1.[OH-].[Na+].Cl[C:12]([O:14][CH2:15][CH3:16])=[O:13]. The catalyst is O1CCOCC1.O. The product is [Cl:1][C:2]1[C:7]([NH:8][C:12](=[O:13])[O:14][CH2:15][CH3:16])=[CH:6][CH:5]=[CH:4][N:3]=1. The yield is 0.710. (4) The product is [F:19][C:20]1[CH:25]=[CH:24][C:23]([CH2:26][C:27]2[C:36]3[C:31](=[CH:32][CH:33]=[CH:34][CH:35]=3)[C:30](=[O:37])[NH:29][N:28]=2)=[CH:22][C:21]=1[C:38]([N:40]1[CH2:45][CH2:44][NH:43][CH2:42][CH:41]1[C:46](=[O:53])[CH2:47][CH2:48][CH2:49][CH2:50][CH2:51][S:14]([C:11]1[CH:12]=[CH:13][C:8]([CH3:18])=[CH:9][CH:10]=1)(=[O:16])=[O:15])=[O:39]. The yield is 0.240. The reactants are C(N(CC)CC)C.[C:8]1([CH3:18])[CH:13]=[CH:12][C:11]([S:14](Cl)(=[O:16])=[O:15])=[CH:10][CH:9]=1.[F:19][C:20]1[CH:25]=[CH:24][C:23]([CH2:26][C:27]2[C:36]3[C:31](=[CH:32][CH:33]=[CH:34][CH:35]=3)[C:30](=[O:37])[NH:29][N:28]=2)=[CH:22][C:21]=1[C:38]([N:40]1[CH2:45][CH2:44][NH:43][CH2:42][CH:41]1[C:46](=[O:53])[CH2:47][CH2:48][CH2:49][CH2:50][CH2:51]O)=[O:39]. The catalyst is ClCCl. (5) The reactants are [C:1]([Si:5]([O:18][CH2:19][C@H:20]1[C@H:28]2[C@@:24]([CH3:30])([C:25]([CH3:29])=[CH:26][CH2:27]2)[CH2:23][CH2:22][C@@H:21]1[C@@:31]1([CH3:54])[CH2:36][CH2:35][C@H:34]([O:37][Si](C(C)(C)C)(C)C)[CH2:33][C@@H:32]1[CH2:45][O:46][Si](C(C)(C)C)(C)C)([C:12]1[CH:17]=[CH:16][CH:15]=[CH:14][CH:13]=1)[C:6]1[CH:11]=[CH:10][CH:9]=[CH:8][CH:7]=1)([CH3:4])([CH3:3])[CH3:2].O.CC(C)=O. The catalyst is CC(O)=O. The product is [Si:5]([O:18][CH2:19][C@H:20]1[C@H:28]2[C@@:24]([CH3:30])([C:25]([CH3:29])=[CH:26][CH2:27]2)[CH2:23][CH2:22][C@@H:21]1[C@@:31]1([CH3:54])[CH2:36][CH2:35][C@H:34]([OH:37])[CH2:33][C@@H:32]1[CH2:45][OH:46])([C:1]([CH3:2])([CH3:3])[CH3:4])([C:12]1[CH:17]=[CH:16][CH:15]=[CH:14][CH:13]=1)[C:6]1[CH:7]=[CH:8][CH:9]=[CH:10][CH:11]=1. The yield is 0.700. (6) The product is [CH3:13][CH2:14][CH2:15][CH:16]([NH:20][C:10]([C:8]1[CH:7]=[CH:6][C:5]2[O:1][CH:2]=[CH:3][C:4]=2[CH:9]=1)=[O:12])[CH2:17][CH2:18][CH3:19]. The reactants are [O:1]1[C:5]2[CH:6]=[CH:7][C:8]([C:10]([OH:12])=O)=[CH:9][C:4]=2[CH:3]=[CH:2]1.[CH3:13][CH2:14][CH2:15][CH:16]([NH2:20])[CH2:17][CH2:18][CH3:19]. No catalyst specified. The yield is 0.410. (7) The reactants are Cl[C:2]1[N:7]=[C:6]([C:8]2[N:12]3[CH:13]=[CH:14][CH:15]=[CH:16][C:11]3=[N:10][C:9]=2[C:17]2[CH:18]=[CH:19][C:20]([O:34][CH3:35])=[C:21]([CH:33]=2)[C:22]([NH:24][C:25]2[C:30]([F:31])=[CH:29][CH:28]=[CH:27][C:26]=2[F:32])=[O:23])[CH:5]=[CH:4][N:3]=1.[CH3:36][N:37]([CH2:39][C:40]1[O:44][C:43]([C:45]2[CH:51]=[CH:50][C:48]([NH2:49])=[C:47]([O:52][CH3:53])[CH:46]=2)=[N:42][N:41]=1)[CH3:38].Cl. The catalyst is C(O)C(F)(F)F. The product is [F:32][C:26]1[CH:27]=[CH:28][CH:29]=[C:30]([F:31])[C:25]=1[NH:24][C:22](=[O:23])[C:21]1[CH:33]=[C:17]([C:9]2[N:10]=[C:11]3[CH:16]=[CH:15][CH:14]=[CH:13][N:12]3[C:8]=2[C:6]2[CH:5]=[CH:4][N:3]=[C:2]([NH:49][C:48]3[CH:50]=[CH:51][C:45]([C:43]4[O:44][C:40]([CH2:39][N:37]([CH3:36])[CH3:38])=[N:41][N:42]=4)=[CH:46][C:47]=3[O:52][CH3:53])[N:7]=2)[CH:18]=[CH:19][C:20]=1[O:34][CH3:35]. The yield is 0.510. (8) The reactants are [F:1][C:2]([F:16])([F:15])[C:3]1[CH:4]=[CH:5][C:6]2[CH:10]=[C:9]([C:11]([OH:13])=O)[S:8][C:7]=2[CH:14]=1.CCN(C(C)C)C(C)C.CN(C(ON1N=NC2C=CC=CC1=2)=[N+](C)C)C.F[P-](F)(F)(F)(F)F.[NH:50]1[CH2:53][CH:52]([C:54]2([OH:67])[CH2:59][CH2:58][N:57]([C:60]([C:62]3[S:63][CH:64]=[CH:65][N:66]=3)=[O:61])[CH2:56][CH2:55]2)[CH2:51]1. The catalyst is CN(C=O)C. The product is [S:63]1[CH:64]=[CH:65][N:66]=[C:62]1[C:60]([N:57]1[CH2:56][CH2:55][C:54]([CH:52]2[CH2:51][N:50]([C:11]([C:9]3[S:8][C:7]4[CH:14]=[C:3]([C:2]([F:1])([F:16])[F:15])[CH:4]=[CH:5][C:6]=4[CH:10]=3)=[O:13])[CH2:53]2)([OH:67])[CH2:59][CH2:58]1)=[O:61]. The yield is 0.620.